This data is from Forward reaction prediction with 1.9M reactions from USPTO patents (1976-2016). The task is: Predict the product of the given reaction. (1) Given the reactants [Cl:1][C:2]1[N:7]=[CH:6][C:5]([CH2:8][C:9]([OH:11])=O)=[CH:4][C:3]=1[CH3:12].[N:13]1[CH:18]=[CH:17][CH:16]=[C:15]([C:19]2[CH:20]=[CH:21][C:22]([NH2:25])=[N:23][CH:24]=2)[N:14]=1.C1(N=C=NC2CCCCC2)CCCCC1, predict the reaction product. The product is: [Cl:1][C:2]1[N:7]=[CH:6][C:5]([CH2:8][C:9]([NH:25][C:22]2[CH:21]=[CH:20][C:19]([C:15]3[N:14]=[N:13][CH:18]=[CH:17][CH:16]=3)=[CH:24][N:23]=2)=[O:11])=[CH:4][C:3]=1[CH3:12]. (2) Given the reactants C[O:2][C:3]1[C:4]([C:9]2[CH:14]=[CH:13][C:12]([Cl:15])=[CH:11][C:10]=2[CH3:16])=[CH:5][CH:6]=[CH:7][CH:8]=1.B(Br)(Br)Br.FC1C=CC=C(F)C=1C1C(O)=CC=CC=1, predict the reaction product. The product is: [Cl:15][C:12]1[CH:13]=[CH:14][C:9]([C:4]2[C:3]([OH:2])=[CH:8][CH:7]=[CH:6][CH:5]=2)=[C:10]([CH3:16])[CH:11]=1. (3) Given the reactants [C:1]([O:5][C:6]([N:8]1[CH2:13][CH2:12][N:11]2[C:14]([CH:17]3[CH2:19][CH2:18]3)=[N:15][CH:16]=[C:10]2[CH:9]1[CH2:20][CH2:21][C:22]1[CH:27]=[CH:26][C:25]([Cl:28])=[C:24]([F:29])[CH:23]=1)=[O:7])([CH3:4])([CH3:3])[CH3:2].C1C(=O)N([Cl:37])C(=O)C1, predict the reaction product. The product is: [C:1]([O:5][C:6]([N:8]1[CH2:13][CH2:12][N:11]2[C:14]([CH:17]3[CH2:18][CH2:19]3)=[N:15][C:16]([Cl:37])=[C:10]2[CH:9]1[CH2:20][CH2:21][C:22]1[CH:27]=[CH:26][C:25]([Cl:28])=[C:24]([F:29])[CH:23]=1)=[O:7])([CH3:4])([CH3:2])[CH3:3]. (4) Given the reactants [Br:1][C:2]1[CH:3]=[CH:4][CH:5]=[C:6]2[C:10]=1[CH2:9][CH:8]=[CH:7]2.[Br:11]N1C(=O)CCC1=O.O.C1(C)C=CC(S(O)(=O)=O)=CC=1, predict the reaction product. The product is: [Br:11][C:8]1[CH2:9][C:10]2[C:6]([CH:7]=1)=[CH:5][CH:4]=[CH:3][C:2]=2[Br:1]. (5) Given the reactants [Al+3].[Cl-].[Cl-].[Cl-].[C:5]1(=[O:11])[O:10][C:8](=[O:9])[CH2:7][CH2:6]1.[CH2:12]([O:14][C:15](=[O:25])[CH2:16][O:17][C:18]1[CH:23]=[CH:22][CH:21]=[CH:20][C:19]=1[Cl:24])[CH3:13].Cl, predict the reaction product. The product is: [Cl:24][C:19]1[CH:20]=[C:21]([C:8](=[O:9])[CH2:7][CH2:6][C:5]([OH:10])=[O:11])[CH:22]=[CH:23][C:18]=1[O:17][CH2:16][C:15]([O:14][CH2:12][CH3:13])=[O:25]. (6) Given the reactants [NH2:1][C:2]([C:4]1[N:8]=[C:7]([C@H:9]([CH2:18][CH2:19][CH2:20][C:21]2[CH:26]=[CH:25][CH:24]=[CH:23][CH:22]=2)[CH2:10][C:11]([O:13]C(C)(C)C)=[O:12])[O:6][N:5]=1)=[O:3].FC(F)(F)C(O)=O, predict the reaction product. The product is: [NH2:1][C:2]([C:4]1[N:8]=[C:7]([C@H:9]([CH2:18][CH2:19][CH2:20][CH:21]2[CH2:22][CH2:23][CH2:24][CH2:25][CH2:26]2)[CH2:10][C:11]([OH:13])=[O:12])[O:6][N:5]=1)=[O:3]. (7) Given the reactants [O:1]1[C:5]2[CH:6]=[CH:7][CH:8]=[CH:9][C:4]=2[CH:3]=[C:2]1[C:10]([NH:12][C:13]1[C:14]([C:25]([O:27]C)=[O:26])=[C:15]([C:18]2[CH:23]=[CH:22][C:21]([Cl:24])=[CH:20][CH:19]=2)[S:16][CH:17]=1)=[O:11].[OH-].[Li+], predict the reaction product. The product is: [O:1]1[C:5]2[CH:6]=[CH:7][CH:8]=[CH:9][C:4]=2[CH:3]=[C:2]1[C:10]([NH:12][C:13]1[C:14]([C:25]([OH:27])=[O:26])=[C:15]([C:18]2[CH:23]=[CH:22][C:21]([Cl:24])=[CH:20][CH:19]=2)[S:16][CH:17]=1)=[O:11]. (8) Given the reactants C([O:3][C:4](=[O:26])[CH2:5][O:6][C:7]1[CH:12]=[C:11]([Cl:13])[CH:10]=[CH:9][C:8]=1[C:14](=[O:25])[NH:15][CH2:16][C:17]1[CH:22]=[CH:21][C:20]([Br:23])=[CH:19][C:18]=1[F:24])C.[OH-].[Na+].Cl, predict the reaction product. The product is: [Br:23][C:20]1[CH:21]=[CH:22][C:17]([CH2:16][NH:15][C:14]([C:8]2[CH:9]=[CH:10][C:11]([Cl:13])=[CH:12][C:7]=2[O:6][CH2:5][C:4]([OH:26])=[O:3])=[O:25])=[C:18]([F:24])[CH:19]=1. (9) Given the reactants C([O:3][C:4]([C:6]1[C:7]([NH:13][S:14]([C:17]2[CH:22]=[CH:21][C:20]([O:23][CH2:24][C:25]3[N:26]=[C:27]([C:31]4[CH:36]=[CH:35][CH:34]=[CH:33][CH:32]=4)[O:28][C:29]=3[CH3:30])=[CH:19][CH:18]=2)(=[O:16])=[O:15])=[N:8][N:9]([CH2:11][CH3:12])[CH:10]=1)=[O:5])C.[OH-].[Na+], predict the reaction product. The product is: [CH2:11]([N:9]1[CH:10]=[C:6]([C:4]([OH:5])=[O:3])[C:7]([NH:13][S:14]([C:17]2[CH:18]=[CH:19][C:20]([O:23][CH2:24][C:25]3[N:26]=[C:27]([C:31]4[CH:36]=[CH:35][CH:34]=[CH:33][CH:32]=4)[O:28][C:29]=3[CH3:30])=[CH:21][CH:22]=2)(=[O:16])=[O:15])=[N:8]1)[CH3:12]. (10) Given the reactants [CH3:1][O:2][C:3]1[CH:4]=[C:5]([CH:32]=[CH:33][C:34]=1[O:35][CH3:36])[CH2:6][CH:7]1[C:13]2[CH:14]=[C:15]([O:20][CH3:21])[C:16]([O:18][CH3:19])=[CH:17][C:12]=2[CH2:11][CH2:10][CH2:9][N:8]1[CH:22]([C:26]1[CH:31]=[CH:30][CH:29]=[CH:28][CH:27]=1)[C:23](O)=[O:24].[CH3:37][C:38]([CH3:43])([CH3:42])[CH2:39][CH2:40][NH2:41], predict the reaction product. The product is: [CH3:1][O:2][C:3]1[CH:4]=[C:5]([CH:32]=[CH:33][C:34]=1[O:35][CH3:36])[CH2:6][CH:7]1[C:13]2[CH:14]=[C:15]([O:20][CH3:21])[C:16]([O:18][CH3:19])=[CH:17][C:12]=2[CH2:11][CH2:10][CH2:9][N:8]1[CH:22]([C:26]1[CH:31]=[CH:30][CH:29]=[CH:28][CH:27]=1)[C:23]([NH:41][CH2:40][CH2:39][C:38]([CH3:43])([CH3:42])[CH3:37])=[O:24].